From a dataset of Forward reaction prediction with 1.9M reactions from USPTO patents (1976-2016). Predict the product of the given reaction. (1) Given the reactants [Br:1][C:2]1[C:3]([NH:10][C:11]2[CH2:12][N:13]([CH:17]([CH3:19])[CH3:18])[C:14](=[O:16])[CH:15]=2)=[C:4]([CH:7]=[CH:8][CH:9]=1)[C:5]#[N:6].CC(C)([O-])C.[Na+], predict the reaction product. The product is: [NH2:6][C:5]1[C:4]2[CH:7]=[CH:8][CH:9]=[C:2]([Br:1])[C:3]=2[N:10]=[C:11]2[CH2:12][N:13]([CH:17]([CH3:19])[CH3:18])[C:14](=[O:16])[C:15]=12. (2) Given the reactants Cl[C:2]1[CH:7]=[CH:6][CH:5]=[CH:4][C:3]=1[C:8]1[O:9][C:10]([C:16]([F:19])([F:18])[F:17])=[C:11]([C:13]([OH:15])=[O:14])[N:12]=1.[F:20][C:21]([F:33])([F:32])[O:22]C1C=CC=CC=1C(Cl)=O.COC(=O)CN.FC(F)(F)C(OC(=O)C(F)(F)F)=O, predict the reaction product. The product is: [F:20][C:21]([F:33])([F:32])[O:22][C:2]1[CH:7]=[CH:6][CH:5]=[CH:4][C:3]=1[C:8]1[O:9][C:10]([C:16]([F:19])([F:18])[F:17])=[C:11]([C:13]([OH:15])=[O:14])[N:12]=1. (3) Given the reactants [CH2:1]([N:3]1[C:7]([C:8]2[CH:9]=[C:10]([C:13]([OH:15])=O)[O:11][CH:12]=2)=[C:6]([CH3:16])[CH:5]=[N:4]1)[CH3:2].C1CN([P+](Br)(N2CCCC2)N2CCCC2)CC1.F[P-](F)(F)(F)(F)F.CCN(C(C)C)C(C)C.[NH2:50][C@@H:51]([CH2:64][C:65]1[CH:70]=[CH:69][CH:68]=[C:67]([F:71])[CH:66]=1)[CH2:52][N:53]1[C:61](=[O:62])[C:60]2[C:55](=[CH:56][CH:57]=[CH:58][CH:59]=2)[C:54]1=[O:63], predict the reaction product. The product is: [O:63]=[C:54]1[C:55]2[C:60](=[CH:59][CH:58]=[CH:57][CH:56]=2)[C:61](=[O:62])[N:53]1[CH2:52][C@@H:51]([NH:50][C:13]([C:10]1[O:11][CH:12]=[C:8]([C:7]2[N:3]([CH2:1][CH3:2])[N:4]=[CH:5][C:6]=2[CH3:16])[CH:9]=1)=[O:15])[CH2:64][C:65]1[CH:70]=[CH:69][CH:68]=[C:67]([F:71])[CH:66]=1. (4) Given the reactants [NH2:1][C:2]1[C:7](/[CH:8]=[CH:9]/[C:10]([OH:12])=O)=[CH:6][C:5]([Cl:13])=[CH:4][N:3]=1.[CH3:14][NH:15][CH2:16][C:17]1[CH:22]=[CH:21][CH:20]=[CH:19][CH:18]=1.C(OC(C)C)(C)C, predict the reaction product. The product is: [NH2:1][C:2]1[C:7](/[CH:8]=[CH:9]/[C:10]([N:15]([CH2:16][C:17]2[CH:22]=[CH:21][CH:20]=[CH:19][CH:18]=2)[CH3:14])=[O:12])=[CH:6][C:5]([Cl:13])=[CH:4][N:3]=1. (5) Given the reactants C([N:8]1[CH2:12][CH2:11][CH:10]([C:13]([F:24])([F:23])[CH2:14][O:15]CC2C=CC=CC=2)[CH2:9]1)C1C=CC=CC=1, predict the reaction product. The product is: [F:23][C:13]([F:24])([CH:10]1[CH2:11][CH2:12][NH:8][CH2:9]1)[CH2:14][OH:15]. (6) Given the reactants [Cl:1][C:2]1[CH:7]=[CH:6][C:5]([C:8]([C:10]2[N:18]3[C:13]([CH:14]=[C:15]([O:19][CH2:20][C:21]4[CH:26]=[CH:25][CH:24]=[CH:23][N:22]=4)[CH:16]=[CH:17]3)=[C:12]([C:27](=[O:32])[C:28]([CH3:31])([CH3:30])[CH3:29])[C:11]=2[CH2:33][C:34]([CH3:41])([CH3:40])[C:35]([O:37]CC)=[O:36])=[O:9])=[CH:4][CH:3]=1.[OH-].[Na+].Cl, predict the reaction product. The product is: [Cl:1][C:2]1[CH:3]=[CH:4][C:5]([C:8]([C:10]2[N:18]3[C:13]([CH:14]=[C:15]([O:19][CH2:20][C:21]4[CH:26]=[CH:25][CH:24]=[CH:23][N:22]=4)[CH:16]=[CH:17]3)=[C:12]([C:27](=[O:32])[C:28]([CH3:31])([CH3:30])[CH3:29])[C:11]=2[CH2:33][C:34]([CH3:41])([CH3:40])[C:35]([OH:37])=[O:36])=[O:9])=[CH:6][CH:7]=1.